From a dataset of Forward reaction prediction with 1.9M reactions from USPTO patents (1976-2016). Predict the product of the given reaction. (1) Given the reactants C[O:2][C:3]1[CH:4]=[C:5]2[C:10](=[CH:11][C:12]=1[O:13]C)[N:9]=[CH:8][NH:7][C:6]2=[O:15].COC1C=CC=C2C=1C(OC)=NC(=O)N2.Br.N, predict the reaction product. The product is: [OH:2][C:3]1[CH:4]=[C:5]2[C:10](=[CH:11][C:12]=1[OH:13])[N:9]=[CH:8][NH:7][C:6]2=[O:15]. (2) Given the reactants [S:1]([O:8][CH2:9][C:10]([O:12][CH3:13])=[O:11])([C:4]([F:7])([F:6])[F:5])(=[O:3])=[O:2].OCC(O[CH2:19][CH2:20][CH2:21][CH2:22][CH2:23]C)=O, predict the reaction product. The product is: [S:1]([O:8][CH2:9][C:10]([O:12][CH2:13][CH2:19][CH2:20][CH2:21][CH2:22][CH3:23])=[O:11])([C:4]([F:6])([F:7])[F:5])(=[O:3])=[O:2]. (3) Given the reactants [Cl-].O[NH3+:3].[C:4](=[O:7])([O-])[OH:5].[Na+].CS(C)=O.[CH3:13][C:14]1[N:15]([CH2:39][C:40]2[S:41][CH:42]=[CH:43][CH:44]=2)[C:16](=[O:38])[C:17]([CH2:23][C:24]2[CH:29]=[CH:28][C:27]([C:30]3[C:31]([C:36]#[N:37])=[CH:32][CH:33]=[CH:34][CH:35]=3)=[CH:26][CH:25]=2)=[C:18]([CH2:20][CH2:21][CH3:22])[N:19]=1, predict the reaction product. The product is: [CH3:13][C:14]1[N:15]([CH2:39][C:40]2[S:41][CH:42]=[CH:43][CH:44]=2)[C:16](=[O:38])[C:17]([CH2:23][C:24]2[CH:25]=[CH:26][C:27]([C:30]3[CH:35]=[CH:34][CH:33]=[CH:32][C:31]=3[C:36]3[NH:3][C:4](=[O:7])[O:5][N:37]=3)=[CH:28][CH:29]=2)=[C:18]([CH2:20][CH2:21][CH3:22])[N:19]=1. (4) Given the reactants [O:1]=[C:2]1[C:11]2[C:6](=[CH:7][CH:8]=[CH:9][CH:10]=2)[C:5]([O:12][CH2:13][CH2:14][CH2:15][CH2:16][C:17]([OH:19])=[O:18])=[CH:4][C:3]1=[O:20].[CH3:21][N:22]([CH3:30])[C:23]1[CH:24]=[C:25](O)[CH:26]=[CH:27][CH:28]=1.C1CCC(N=C=NC2CCCCC2)CC1, predict the reaction product. The product is: [O:1]=[C:2]1[C:11]2[C:6](=[CH:7][CH:8]=[CH:9][CH:10]=2)[C:5]([O:12][CH2:13][CH2:14][CH2:15][CH2:16][C:17]([O:19][C:27]2[CH:26]=[CH:25][CH:24]=[C:23]([N:22]([CH3:30])[CH3:21])[CH:28]=2)=[O:18])=[CH:4][C:3]1=[O:20]. (5) The product is: [CH3:33][S:30]([OH:34])(=[O:32])=[O:31].[F:1][C:2]1[CH:3]=[C:4]([CH:26]=[CH:27][C:28]=1[F:29])[C:5]([NH:7][C@H:8]1[CH2:13][CH2:12][C@@H:11]([NH:14][C:15]2[CH:24]=[C:23]([CH3:25])[C:22]3[C:17](=[CH:18][CH:19]=[CH:20][CH:21]=3)[N:16]=2)[CH2:10][CH2:9]1)=[O:6]. Given the reactants [F:1][C:2]1[CH:3]=[C:4]([CH:26]=[CH:27][C:28]=1[F:29])[C:5]([NH:7][C@H:8]1[CH2:13][CH2:12][C@@H:11]([NH:14][C:15]2[CH:24]=[C:23]([CH3:25])[C:22]3[C:17](=[CH:18][CH:19]=[CH:20][CH:21]=3)[N:16]=2)[CH2:10][CH2:9]1)=[O:6].[S:30]([OH:34])([CH3:33])(=[O:32])=[O:31], predict the reaction product. (6) Given the reactants [NH2:1][C:2]1[N:27]=[C:5]2[CH:6]=[CH:7][C:8]([O:10][C:11]3[CH:12]=[C:13]([NH:17][C:18]([C:20]4[C:25]([CH3:26])=[CH:24][CH:23]=[CH:22][N:21]=4)=[O:19])[CH:14]=[CH:15][CH:16]=3)=[CH:9][N:4]2[N:3]=1.[C:28](Cl)(=[O:30])[CH3:29], predict the reaction product. The product is: [C:28]([NH:1][C:2]1[N:27]=[C:5]2[CH:6]=[CH:7][C:8]([O:10][C:11]3[CH:12]=[C:13]([NH:17][C:18]([C:20]4[C:25]([CH3:26])=[CH:24][CH:23]=[CH:22][N:21]=4)=[O:19])[CH:14]=[CH:15][CH:16]=3)=[CH:9][N:4]2[N:3]=1)(=[O:30])[CH3:29].